From a dataset of Peptide-MHC class I binding affinity with 185,985 pairs from IEDB/IMGT. Regression. Given a peptide amino acid sequence and an MHC pseudo amino acid sequence, predict their binding affinity value. This is MHC class I binding data. (1) The peptide sequence is LEFNSSLAI. The MHC is HLA-A02:03 with pseudo-sequence HLA-A02:03. The binding affinity (normalized) is 0.0847. (2) The peptide sequence is LFLSFCSLF. The MHC is HLA-A01:01 with pseudo-sequence HLA-A01:01. The binding affinity (normalized) is 0.0847.